From a dataset of Full USPTO retrosynthesis dataset with 1.9M reactions from patents (1976-2016). Predict the reactants needed to synthesize the given product. (1) Given the product [Cl:1][C:2]1[N:12]=[C:11]2[C:5]([N:6]([CH3:23])[C:7](=[O:22])[C:8]([CH2:20][CH3:21])([CH2:18][CH3:19])[CH2:9][N:10]2[CH:13]2[CH2:17][CH2:16][CH2:15][CH2:14]2)=[CH:4][N:3]=1, predict the reactants needed to synthesize it. The reactants are: [Cl:1][C:2]1[N:12]=[C:11]2[C:5]([NH:6][C:7](=[O:22])[C:8]([CH2:20][CH3:21])([CH2:18][CH3:19])[CH2:9][N:10]2[CH:13]2[CH2:17][CH2:16][CH2:15][CH2:14]2)=[CH:4][N:3]=1.[CH3:23]I.[H-].[Na+]. (2) Given the product [CH3:11][C:12]1[N:13]=[CH:14][N:15]([C:2]2[CH:7]=[CH:6][C:5]([NH2:8])=[CH:4][CH:3]=2)[CH:16]=1, predict the reactants needed to synthesize it. The reactants are: F[C:2]1[CH:7]=[CH:6][C:5]([N+:8]([O-])=O)=[CH:4][CH:3]=1.[CH3:11][C:12]1[N:13]=[CH:14][NH:15][CH:16]=1.C([O-])([O-])=O.[K+].[K+]. (3) Given the product [F:1][C:2]([F:27])([F:26])[C:3]1[CH:21]=[C:20]([C:22]([F:25])([F:24])[F:23])[CH:19]=[CH:18][C:4]=1[CH2:5][N:6]1[C:14]2[C:9](=[CH:10][C:11]([CH:15]=[O:16])=[CH:12][CH:13]=2)[C:8]([C:29]#[N:30])=[N:7]1, predict the reactants needed to synthesize it. The reactants are: [F:1][C:2]([F:27])([F:26])[C:3]1[CH:21]=[C:20]([C:22]([F:25])([F:24])[F:23])[CH:19]=[CH:18][C:4]=1[CH2:5][N:6]1[C:14]2[C:9](=[CH:10][C:11]([CH:15]=[O:16])=[CH:12][CH:13]=2)[C:8](I)=[N:7]1.[Cu][C:29]#[N:30]. (4) Given the product [Cl:33][C:18]1[CH:17]=[C:16]([NH:15][C:13]2[C:14]3[N:6]([CH2:5][CH2:4][NH:3][C:45](=[O:46])[CH2:44][CH2:43][S:42][CH3:41])[CH:7]=[CH:8][C:9]=3[N:10]=[CH:11][N:12]=2)[CH:21]=[CH:20][C:19]=1[O:22][C:23]1[CH:28]=[CH:27][CH:26]=[C:25]([C:29]([F:32])([F:31])[F:30])[CH:24]=1, predict the reactants needed to synthesize it. The reactants are: Cl.Cl.[NH2:3][CH2:4][CH2:5][N:6]1[C:14]2[C:13]([NH:15][C:16]3[CH:21]=[CH:20][C:19]([O:22][C:23]4[CH:28]=[CH:27][CH:26]=[C:25]([C:29]([F:32])([F:31])[F:30])[CH:24]=4)=[C:18]([Cl:33])[CH:17]=3)=[N:12][CH:11]=[N:10][C:9]=2[CH:8]=[CH:7]1.C(N(CC)CC)C.[CH3:41][S:42][CH2:43][CH2:44][C:45](Cl)=[O:46].O. (5) Given the product [CH3:31][O:30][C:25]1[CH:26]=[CH:27][CH:28]=[CH:29][C:24]=1[CH2:23][N:1]1[CH:5]=[CH:4][N:3]=[C:2]1[C@@H:6]([NH:14][C:15](=[O:21])[O:16][C:17]([CH3:18])([CH3:20])[CH3:19])[CH2:7][C:8]1[CH:13]=[CH:12][CH:11]=[CH:10][CH:9]=1, predict the reactants needed to synthesize it. The reactants are: [NH:1]1[CH:5]=[CH:4][N:3]=[C:2]1[C@@H:6]([NH:14][C:15](=[O:21])[O:16][C:17]([CH3:20])([CH3:19])[CH3:18])[CH2:7][C:8]1[CH:13]=[CH:12][CH:11]=[CH:10][CH:9]=1.Br[CH2:23][C:24]1[CH:29]=[CH:28][CH:27]=[CH:26][C:25]=1[O:30][CH3:31].C([O-])([O-])=O.[K+].[K+]. (6) Given the product [Br:1][C:2]1[CH:7]=[CH:6][C:5]([C:8]2[N:13]=[C:12]3[O:14][C:15]([C:20](=[O:25])[C:21]([CH3:24])([CH3:23])[CH3:22])=[C:16]([C:17]([NH2:18])=[O:43])[C:11]3=[CH:10][C:9]=2[C:26]2[CH:31]=[CH:30][C:29]([Cl:32])=[CH:28][CH:27]=2)=[C:4]([Cl:33])[CH:3]=1, predict the reactants needed to synthesize it. The reactants are: [Br:1][C:2]1[CH:7]=[CH:6][C:5]([C:8]2[N:13]=[C:12]3[O:14][C:15]([C:20](=[O:25])[C:21]([CH3:24])([CH3:23])[CH3:22])=[C:16]([CH:17]=[N:18]O)[C:11]3=[CH:10][C:9]=2[C:26]2[CH:31]=[CH:30][C:29]([Cl:32])=[CH:28][CH:27]=2)=[C:4]([Cl:33])[CH:3]=1.C(NC(C)C)(C)C.C(Cl)(=O)C(Cl)=[O:43].[NH4+].[OH-].